Dataset: Reaction yield outcomes from USPTO patents with 853,638 reactions. Task: Predict the reaction yield, written as a fraction of the theoretical maximum amount of product (1.0 means a 100% yield; for example, 0.34 means a 34% yield). (1) The reactants are C(OC(=O)N[C@H:8]1[CH2:13][CH2:12][C@H:11]([C:14](=[O:41])[NH:15][C@H:16]([C:27]2[NH:28][CH:29]=[C:30]([C:32]3[CH:37]=[CH:36][C:35]([C:38]#[N:39])=[C:34]([F:40])[CH:33]=3)[N:31]=2)[CH2:17][C:18]2[CH:23]=[CH:22][CH:21]=[CH:20][C:19]=2[N+:24]([O-])=O)[CH2:10][CH2:9]1)(C)(C)C.[C:43]1([CH2:49][C:50]([OH:52])=O)[CH:48]=[CH:47][CH:46]=[CH:45][CH:44]=1.N1[CH:58]=[CH:57][CH:56]=CC=1.C1C=C[C:62]2[N:67](O)N=NC=2C=1.[CH3:69]CN=C=NCCCN(C)C.CC[O:82][C:83](C)=[O:84]. The catalyst is CN(C=O)C. The product is [C:57]([O:84][C:83](=[O:82])[NH:67][CH2:62][C@H:8]1[CH2:9][CH2:10][C@H:11]([C:14](=[O:41])[NH:15][C@H:16]([C:27]2[NH:28][CH:29]=[C:30]([C:32]3[CH:37]=[CH:36][C:35]([C:38]#[N:39])=[C:34]([F:40])[CH:33]=3)[N:31]=2)[CH2:17][C:18]2[CH:23]=[CH:22][CH:21]=[CH:20][C:19]=2[NH:24][C:50](=[O:52])[CH2:49][C:43]2[CH:44]=[CH:45][CH:46]=[CH:47][CH:48]=2)[CH2:12][CH2:13]1)([CH3:56])([CH3:58])[CH3:69]. The yield is 0.950. (2) The reactants are [CH:1]1([N:7]2[C:12]([OH:13])=[C:11]([C:14]([NH:16][CH2:17][C:18]([O:20]CC)=[O:19])=[O:15])[C:10](=[O:23])[N:9]([CH:24]3[CH2:29][CH2:28][CH2:27][CH2:26][CH2:25]3)[C:8]2=[O:30])[CH2:6][CH2:5][CH2:4][CH2:3][CH2:2]1.[OH-].[Na+].Cl. The catalyst is C(O)C.O. The product is [CH:24]1([N:9]2[C:10]([OH:23])=[C:11]([C:14]([NH:16][CH2:17][C:18]([OH:20])=[O:19])=[O:15])[C:12](=[O:13])[N:7]([CH:1]3[CH2:2][CH2:3][CH2:4][CH2:5][CH2:6]3)[C:8]2=[O:30])[CH2:25][CH2:26][CH2:27][CH2:28][CH2:29]1. The yield is 0.780. (3) The product is [Si:1]([CH2:11][CH2:12][CH2:13][NH:14][C:15]([NH:17][CH2:18][CH2:19][S:21][CH2:19][CH2:18][NH:17][C:15]([NH:14][CH2:13][CH2:12][CH2:11][Si:1]([O:2][CH2:3][CH3:4])([O:5][CH2:6][CH3:7])[O:8][CH2:9][CH3:10])=[O:16])=[O:16])([O:8][CH2:9][CH3:10])([O:5][CH2:6][CH3:7])[O:2][CH2:3][CH3:4]. The reactants are [Si:1]([CH2:11][CH2:12][CH2:13][NH:14][C:15]([NH:17][CH2:18][CH2:19]Cl)=[O:16])([O:8][CH2:9][CH3:10])([O:5][CH2:6][CH3:7])[O:2][CH2:3][CH3:4].[S-2:21].[Na+].[Na+]. The catalyst is C(O)C. The yield is 0.992.